This data is from Forward reaction prediction with 1.9M reactions from USPTO patents (1976-2016). The task is: Predict the product of the given reaction. (1) The product is: [ClH:14].[NH2:6][C@H:2]([C:3]([CH:16]1[CH2:22][C:21]([CH3:24])([CH3:23])[C:20]([NH2:32])=[N:19][C:18]2[CH:25]=[CH:26][CH:27]([CH3:30])[C:28](=[O:29])[C:17]1=2)=[O:4])[CH3:1]. Given the reactants [CH3:1][C@H:2]([NH:6]C(OC(C)(C)C)=O)[C:3](O)=[O:4].[ClH:14].N[CH:16]1[CH2:22][C:21]([CH3:24])([CH3:23])[CH:20]=[N:19][C:18]2[CH:25]=[CH:26][CH:27]([CH3:30])[C:28](=[O:29])[C:17]1=2.Cl.[NH2:32][C@H](C(NC1CC(C)(C)C=NC2C=CC(C)C(=O)C1=2)=O)C, predict the reaction product. (2) Given the reactants [OH:1][CH:2]1[CH2:7][CH2:6][N:5]([C:8]([O:10][C:11]([CH3:14])([CH3:13])[CH3:12])=[O:9])[CH2:4][CH2:3]1.F[C:16]1[CH:21]=[CH:20][C:19]([N+:22]([O-:24])=[O:23])=[C:18]([O:25][CH3:26])[CH:17]=1.[OH-].[K+], predict the reaction product. The product is: [CH3:26][O:25][C:18]1[CH:17]=[C:16]([CH:21]=[CH:20][C:19]=1[N+:22]([O-:24])=[O:23])[O:1][CH:2]1[CH2:3][CH2:4][N:5]([C:8]([O:10][C:11]([CH3:14])([CH3:13])[CH3:12])=[O:9])[CH2:6][CH2:7]1. (3) The product is: [CH2:50]([O:57][C:58]1[CH:82]=[CH:81][C:61]([C:62]([O:64][C:65]2[CH:66]=[CH:67][C:68]([CH2:71][N:72]([CH2:73][C:74]([O:76][C:77]([CH3:80])([CH3:79])[CH3:78])=[O:75])[C:19](=[O:20])[C:16]3[CH:15]=[CH:14][C:13]([NH:12][C:10](=[O:11])[CH2:9][C:6]4[CH:7]=[CH:8][C:3]([O:2][CH3:1])=[CH:4][C:5]=4[C:22]([F:25])([F:24])[F:23])=[CH:18][N:17]=3)=[CH:69][CH:70]=2)=[O:63])=[CH:60][CH:59]=1)[CH2:51][CH2:52][CH2:53][CH2:54][CH2:55][CH3:56]. Given the reactants [CH3:1][O:2][C:3]1[CH:8]=[CH:7][C:6]([CH2:9][C:10]([NH:12][C:13]2[CH:14]=[CH:15][C:16]([C:19](O)=[O:20])=[N:17][CH:18]=2)=[O:11])=[C:5]([C:22]([F:25])([F:24])[F:23])[CH:4]=1.CN(C(ON1N=NC2C=CC=NC1=2)=[N+](C)C)C.F[P-](F)(F)(F)(F)F.[CH2:50]([O:57][C:58]1[CH:82]=[CH:81][C:61]([C:62]([O:64][C:65]2[CH:70]=[CH:69][C:68]([CH2:71][NH:72][CH2:73][C:74]([O:76][C:77]([CH3:80])([CH3:79])[CH3:78])=[O:75])=[CH:67][CH:66]=2)=[O:63])=[CH:60][CH:59]=1)[CH2:51][CH2:52][CH2:53][CH2:54][CH2:55][CH3:56].C(N(CC)CC)C, predict the reaction product.